Dataset: CYP2C9 inhibition data for predicting drug metabolism from PubChem BioAssay. Task: Regression/Classification. Given a drug SMILES string, predict its absorption, distribution, metabolism, or excretion properties. Task type varies by dataset: regression for continuous measurements (e.g., permeability, clearance, half-life) or binary classification for categorical outcomes (e.g., BBB penetration, CYP inhibition). Dataset: cyp2c9_veith. (1) The compound is O=c1c2ccccc2nc2n1CCc1c-2[nH]c2ccccc12. The result is 0 (non-inhibitor). (2) The drug is CCCC(=O)Nc1c(C)n[nH]c1C. The result is 0 (non-inhibitor). (3) The molecule is COc1ccc(-c2nc3cnc(N4CCNCC4)nc3n(-c3ccccc3)c2=O)cc1. The result is 0 (non-inhibitor). (4) The compound is O=C(NCc1ccccc1)c1cccc(COc2cccc(Cl)c2)c1. The result is 1 (inhibitor). (5) The compound is COC(=O)C1=C(C)NC(C)=C(C(=O)OCCN(C)Cc2ccccc2)[C@@H]1c1cccc([N+](=O)[O-])c1. The result is 1 (inhibitor). (6) The drug is Cc1noc(C)c1-c1ccc2ncnc(N3CCOCC3)c2c1. The result is 0 (non-inhibitor).